From a dataset of Reaction yield outcomes from USPTO patents with 853,638 reactions. Predict the reaction yield, written as a fraction of the theoretical maximum amount of product (1.0 means a 100% yield; for example, 0.34 means a 34% yield). (1) The product is [NH:42]1[CH:41]=[C:40]([C:27]2[CH:26]=[C:25]([O:24][C:3]3[C:2]([Cl:1])=[CH:7][C:6]([NH:8][C:9]([N:11]4[CH2:15][CH2:14][N:13]([CH:16]5[CH2:21][CH2:20][O:19][CH2:18][CH2:17]5)[C:12]4=[O:22])=[O:10])=[C:5]([F:23])[CH:4]=3)[CH:30]=[CH:29][N:28]=2)[CH:44]=[N:43]1. The yield is 0.750. The reactants are [Cl:1][C:2]1[C:3]([O:24][C:25]2[CH:30]=[CH:29][N:28]=[C:27](Cl)[CH:26]=2)=[CH:4][C:5]([F:23])=[C:6]([NH:8][C:9]([N:11]2[CH2:15][CH2:14][N:13]([CH:16]3[CH2:21][CH2:20][O:19][CH2:18][CH2:17]3)[C:12]2=[O:22])=[O:10])[CH:7]=1.CC1(C)C(C)(C)OB([C:40]2[CH:41]=[N:42][NH:43][CH:44]=2)O1.C([O-])([O-])=O.[K+].[K+]. The catalyst is O1CCOCC1.O.C1C=CC([P]([Pd]([P](C2C=CC=CC=2)(C2C=CC=CC=2)C2C=CC=CC=2)([P](C2C=CC=CC=2)(C2C=CC=CC=2)C2C=CC=CC=2)[P](C2C=CC=CC=2)(C2C=CC=CC=2)C2C=CC=CC=2)(C2C=CC=CC=2)C2C=CC=CC=2)=CC=1. (2) The reactants are [Cl:1][C:2]1[C:7](B2OC(C)(C)C(C)(C)O2)=[CH:6][N:5]=[C:4]2[N:17](COCC[Si](C)(C)C)[CH:18]=[C:19]([C:20]3[CH:25]=[CH:24][CH:23]=[CH:22][C:21]=3[O:26][CH3:27])[C:3]=12.Br[C:37]1[CH:38]=[C:39]([CH:43]([OH:49])[C:44]([N:46]([CH3:48])[CH3:47])=[O:45])[CH:40]=[N:41][CH:42]=1.C([O-])([O-])=O.[Na+].[Na+]. The catalyst is C(#N)C. The product is [Cl:1][C:2]1[C:7]([C:37]2[CH:38]=[C:39]([CH:43]([OH:49])[C:44]([N:46]([CH3:47])[CH3:48])=[O:45])[CH:40]=[N:41][CH:42]=2)=[CH:6][N:5]=[C:4]2[NH:17][CH:18]=[C:19]([C:20]3[CH:25]=[CH:24][CH:23]=[CH:22][C:21]=3[O:26][CH3:27])[C:3]=12. The yield is 0.250. (3) The reactants are [NH:1]1[C:5]2=[N:6][CH:7]=[CH:8][CH:9]=[C:4]2[C:3]([CH2:10][N:11]2[CH2:16][CH2:15][CH2:14][C:13]3([CH2:21][CH2:20][N:19]([C:22]4[CH:27]=[N:26][CH:25]=[C:24](Cl)[N:23]=4)[CH2:18][CH2:17]3)[C:12]2=[O:29])=[CH:2]1.[CH3:30][O-:31].[Na+]. The catalyst is CO. The product is [NH:1]1[C:5]2=[N:6][CH:7]=[CH:8][CH:9]=[C:4]2[C:3]([CH2:10][N:11]2[CH2:16][CH2:15][CH2:14][C:13]3([CH2:21][CH2:20][N:19]([C:22]4[CH:27]=[N:26][CH:25]=[C:24]([O:31][CH3:30])[N:23]=4)[CH2:18][CH2:17]3)[C:12]2=[O:29])=[CH:2]1. The yield is 0.650. (4) The reactants are [Br:1][C:2]1[C:3]([F:17])=[CH:4][C:5]2[CH:11]3[CH2:12][CH:9]([CH2:10]3)[C:8](Cl)=[C:7]([CH:14]=O)[C:6]=2[CH:16]=1.[SH:18][CH2:19][C:20]([O:22][CH2:23][CH3:24])=[O:21].C(=O)([O-])[O-].[K+].[K+]. The catalyst is CN(C)C=O. The product is [Br:1][C:2]1[C:3]([F:17])=[CH:4][C:5]2[CH:11]3[CH2:10][CH:9]([CH2:12]3)[C:8]3[S:18][C:19]([C:20]([O:22][CH2:23][CH3:24])=[O:21])=[CH:14][C:7]=3[C:6]=2[CH:16]=1. The yield is 0.270. (5) The reactants are [C:1]([NH:4][NH:5][C:6](=O)[CH2:7][CH2:8][C@@:9]1([C:25]2[CH:30]=[CH:29][CH:28]=[CH:27][CH:26]=2)[O:14][C:13](=[O:15])[N:12]([C@H:16]([C:18]2[CH:23]=[CH:22][C:21]([Br:24])=[CH:20][CH:19]=2)[CH3:17])[CH2:11][CH2:10]1)(=[O:3])[CH3:2].CC[N+](S(N=C(OC)[O-])(=O)=O)(CC)CC. The catalyst is C1COCC1. The product is [Br:24][C:21]1[CH:20]=[CH:19][C:18]([C@@H:16]([N:12]2[CH2:11][CH2:10][C@:9]([CH2:8][CH2:7][C:6]3[O:3][C:1]([CH3:2])=[N:4][N:5]=3)([C:25]3[CH:30]=[CH:29][CH:28]=[CH:27][CH:26]=3)[O:14][C:13]2=[O:15])[CH3:17])=[CH:23][CH:22]=1. The yield is 0.590.